From a dataset of Full USPTO retrosynthesis dataset with 1.9M reactions from patents (1976-2016). Predict the reactants needed to synthesize the given product. (1) Given the product [CH:31]([OH:33])=[O:32].[O:38]=[S:2]1(=[O:1])[CH2:6][CH2:5][CH:4]([NH:7][S:8]([C:11]2[S:15][C:14]([C:16]3[CH:21]=[CH:20][N:19]=[C:18]4[NH:22][C:23]([CH:25]5[CH2:26][CH2:27][CH2:28][NH:29][CH2:30]5)=[CH:24][C:17]=34)=[CH:13][CH:12]=2)(=[O:10])=[O:9])[CH2:3]1, predict the reactants needed to synthesize it. The reactants are: [O:1]=[S:2]1(=[O:38])[CH2:6][CH2:5][CH:4]([NH:7][S:8]([C:11]2[S:15][C:14]([C:16]3[CH:21]=[CH:20][N:19]=[C:18]4[NH:22][C:23]([C:25]5[CH2:26][CH2:27][CH2:28][N:29]([C:31]([O:33]C(C)(C)C)=[O:32])[CH:30]=5)=[CH:24][C:17]=34)=[CH:13][CH:12]=2)(=[O:10])=[O:9])[CH2:3]1. (2) Given the product [O:32]=[C:30]1[NH:29][C:28]2[CH:33]=[C:24]([NH:23][C:2]3[N:7]=[CH:6][N:5]=[C:4]([C:8]4[CH:9]=[CH:10][C:11]([O:16][CH:17]5[CH2:22][CH2:21][O:20][CH2:19][CH2:18]5)=[C:12]([CH:15]=4)[C:13]#[N:14])[N:3]=3)[CH:25]=[CH:26][C:27]=2[O:31]1, predict the reactants needed to synthesize it. The reactants are: Cl[C:2]1[N:7]=[CH:6][N:5]=[C:4]([C:8]2[CH:9]=[CH:10][C:11]([O:16][CH:17]3[CH2:22][CH2:21][O:20][CH2:19][CH2:18]3)=[C:12]([CH:15]=2)[C:13]#[N:14])[N:3]=1.[NH2:23][C:24]1[CH:25]=[CH:26][C:27]2[O:31][C:30](=[O:32])[NH:29][C:28]=2[CH:33]=1.C(N(CC)C(C)C)(C)C. (3) The reactants are: [N+:1]([C:4]1[CH:9]=[CH:8][C:7]([OH:10])=[CH:6][CH:5]=1)([O-:3])=[O:2].N1C=CC=CC=1.Cl[C:18]([O:20][CH2:21][Cl:22])=[O:19]. Given the product [Cl:22][CH2:21][O:20][C:18]([O:10][C:7]1[CH:8]=[CH:9][C:4]([N+:1]([O-:3])=[O:2])=[CH:5][CH:6]=1)=[O:19], predict the reactants needed to synthesize it. (4) Given the product [CH3:22][C:20]1[CH:21]=[C:16]([O:9][CH2:8][C:4]2([CH3:3])[CH2:7][O:6][CH2:5]2)[N:17]=[C:18]([NH2:23])[N:19]=1, predict the reactants needed to synthesize it. The reactants are: [H-].[Na+].[CH3:3][C:4]1([CH2:8][OH:9])[CH2:7][O:6][CH2:5]1.C1COCC1.Cl[C:16]1[CH:21]=[C:20]([CH3:22])[N:19]=[C:18]([NH2:23])[N:17]=1. (5) Given the product [Cl:1][C:2]1[C:3]([F:9])=[CH:4][C:5]([N+:10]([O-:12])=[O:11])=[C:6]([F:8])[CH:7]=1, predict the reactants needed to synthesize it. The reactants are: [Cl:1][C:2]1[CH:7]=[C:6]([F:8])[CH:5]=[CH:4][C:3]=1[F:9].[N+:10]([O-])([OH:12])=[O:11]. (6) Given the product [OH:2][C:3]1[CH:8]=[CH:7][C:6]([C:9]([C:11]2[CH:12]=[N:13][C:14]3[C:19]([C:20]=2[C:21]2[CH:26]=[CH:25][CH:24]=[CH:23][CH:22]=2)=[CH:18][CH:17]=[CH:16][C:15]=3[C:27]([F:30])([F:28])[F:29])=[O:10])=[CH:5][CH:4]=1, predict the reactants needed to synthesize it. The reactants are: C[O:2][C:3]1[CH:8]=[CH:7][C:6]([C:9]([C:11]2[CH:12]=[N:13][C:14]3[C:19]([C:20]=2[C:21]2[CH:26]=[CH:25][CH:24]=[CH:23][CH:22]=2)=[CH:18][CH:17]=[CH:16][C:15]=3[C:27]([F:30])([F:29])[F:28])=[O:10])=[CH:5][CH:4]=1.Cl.N1C=CC=CC=1.Cl. (7) Given the product [C:1]([C:3]1[CH:4]=[CH:5][C:6]([CH2:9][C:10]([NH:13][C:14]2[CH:19]=[N:18][CH:17]=[C:16]([C:20]([C:22]3[C:30]4[CH:29]=[N:28][CH:27]=[N:26][C:25]=4[N:24]([C:31]4([CH2:34][OH:35])[CH2:33][CH2:32]4)[CH:23]=3)=[O:21])[CH:15]=2)=[O:12])=[CH:7][CH:8]=1)#[N:2], predict the reactants needed to synthesize it. The reactants are: [C:1]([C:3]1[CH:8]=[CH:7][C:6]([CH2:9][C:10]([OH:12])=O)=[CH:5][CH:4]=1)#[N:2].[NH2:13][C:14]1[CH:15]=[C:16]([C:20]([C:22]2[C:30]3[CH:29]=[N:28][CH:27]=[N:26][C:25]=3[N:24]([C:31]3([CH2:34][O:35]C4CCCCO4)[CH2:33][CH2:32]3)[CH:23]=2)=[O:21])[CH:17]=[N:18][CH:19]=1.CCCP(O)(O)=O.C(N(CC)CC)C. (8) Given the product [CH:40]1([NH:43][C:44](=[O:45])[C:46]2[CH:51]=[C:50]([C:13]3[CH:14]=[C:15]4[C:10](=[CH:11][CH:12]=3)[N:9]([C:31]3[CH:14]=[CH:15][CH:10]=[CH:11][CH:12]=3)[N:8]=[CH:7]4)[C:49]([CH3:55])=[C:48]([F:56])[CH:47]=2)[CH2:42][CH2:41]1, predict the reactants needed to synthesize it. The reactants are: CN1C([C:7]2[C:15]3[C:10](=[CH:11][C:12](C4C=C(C=C(F)C=4C)C(OC(C)(C)C)=O)=[CH:13][CH:14]=3)[N:9]([CH2:31]OCC[Si](C)(C)C)[N:8]=2)=CN=C1C.[CH:40]1([NH:43][C:44]([C:46]2[CH:47]=[C:48]([F:56])[C:49]([CH3:55])=[C:50](B(O)O)[CH:51]=2)=[O:45])[CH2:42][CH2:41]1.C(=O)([O-])O.[Na+]. (9) Given the product [F:25][C:3]1[C:2]([S:35][CH:32]2[CH2:33][CH2:34][N:29]([CH:26]([CH3:28])[CH3:27])[CH2:30][CH2:31]2)=[CH:24][C:6]2[C:7]3[N:11]([CH:10]=[C:9]([C:15]4[N:16]([CH:21]([CH3:23])[CH3:22])[N:17]=[C:18]([CH3:20])[N:19]=4)[N:8]=3)[CH2:12][CH2:13][O:14][C:5]=2[CH:4]=1, predict the reactants needed to synthesize it. The reactants are: Br[C:2]1[C:3]([F:25])=[CH:4][C:5]2[O:14][CH2:13][CH2:12][N:11]3[C:7](=[N:8][C:9]([C:15]4[N:16]([CH:21]([CH3:23])[CH3:22])[N:17]=[C:18]([CH3:20])[N:19]=4)=[CH:10]3)[C:6]=2[CH:24]=1.[CH:26]([N:29]1[CH2:34][CH2:33][CH:32]([SH:35])[CH2:31][CH2:30]1)([CH3:28])[CH3:27].CC1(C)C2C(=C(P(C3C=CC=CC=3)C3C=CC=CC=3)C=CC=2)OC2C(P(C3C=CC=CC=3)C3C=CC=CC=3)=CC=CC1=2.CCN(C(C)C)C(C)C. (10) Given the product [C:1]1([C:7]2[S:8][CH:9]=[C:10]([C:12]3([CH2:18][NH:19][C:30](=[O:31])[C:29]4[CH:33]=[CH:34][CH:35]=[C:27]([C:24]5[N:23]=[C:22]([C:21]([F:37])([F:36])[F:20])[O:26][N:25]=5)[CH:28]=4)[CH2:13][CH2:14][O:15][CH2:16][CH2:17]3)[N:11]=2)[CH:2]=[CH:3][CH:4]=[CH:5][CH:6]=1, predict the reactants needed to synthesize it. The reactants are: [C:1]1([C:7]2[S:8][CH:9]=[C:10]([C:12]3([CH2:18][NH2:19])[CH2:17][CH2:16][O:15][CH2:14][CH2:13]3)[N:11]=2)[CH:6]=[CH:5][CH:4]=[CH:3][CH:2]=1.[F:20][C:21]([F:37])([F:36])[C:22]1[O:26][N:25]=[C:24]([C:27]2[CH:28]=[C:29]([CH:33]=[CH:34][CH:35]=2)[C:30](O)=[O:31])[N:23]=1.